This data is from Full USPTO retrosynthesis dataset with 1.9M reactions from patents (1976-2016). The task is: Predict the reactants needed to synthesize the given product. (1) Given the product [CH:3]([C:2]1[CH:1]=[CH:6][CH:7]=[CH:8][C:9]=1[CH:10]=[CH2:11])=[CH2:4], predict the reactants needed to synthesize it. The reactants are: [CH2:1]([Li])[CH2:2][CH2:3][CH3:4].[CH3:6][CH2:7][CH2:8][CH2:9][CH2:10][CH3:11]. (2) Given the product [CH2:19]([N:26]([CH2:31][CH:32]1[CH2:37][CH2:36][CH:35]([CH2:38][O:39][Si:40]([C:43]([CH3:46])([CH3:45])[CH3:44])([CH3:41])[CH3:42])[CH2:34][CH2:33]1)[S:27]([NH:30][C:5](=[O:7])[C:4]1[CH:8]=[C:9]([CH3:11])[CH:10]=[C:2]([CH3:1])[CH:3]=1)(=[O:28])=[O:29])[C:20]1[CH:21]=[CH:22][CH:23]=[CH:24][CH:25]=1, predict the reactants needed to synthesize it. The reactants are: [CH3:1][C:2]1[CH:3]=[C:4]([CH:8]=[C:9]([CH3:11])[CH:10]=1)[C:5]([OH:7])=O.ClS(N=C=O)(=O)=O.[CH2:19]([N:26]([CH2:31][CH:32]1[CH2:37][CH2:36][CH:35]([CH2:38][O:39][Si:40]([C:43]([CH3:46])([CH3:45])[CH3:44])([CH3:42])[CH3:41])[CH2:34][CH2:33]1)[S:27]([NH2:30])(=[O:29])=[O:28])[C:20]1[CH:25]=[CH:24][CH:23]=[CH:22][CH:21]=1.C(N(CC)CC)C. (3) Given the product [C:26]([O:25][C:23](=[O:24])[N:17]([CH:18]([CH3:22])[C:19]([NH:49][C:34]1[CH:33]=[CH:32][C:31]([Br:30])=[C:36]([C:37]#[C:38][Si:39]([CH:40]([CH3:42])[CH3:41])([CH:46]([CH3:48])[CH3:47])[CH:43]([CH3:45])[CH3:44])[N:35]=1)=[O:21])[CH3:16])([CH3:29])([CH3:28])[CH3:27], predict the reactants needed to synthesize it. The reactants are: C1(N=C=NC2CCCCC2)CCCCC1.[CH3:16][N:17]([C:23]([O:25][C:26]([CH3:29])([CH3:28])[CH3:27])=[O:24])[CH:18]([CH3:22])[C:19]([OH:21])=O.[Br:30][C:31]1[CH:32]=[CH:33][C:34]([NH2:49])=[N:35][C:36]=1[C:37]#[C:38][Si:39]([CH:46]([CH3:48])[CH3:47])([CH:43]([CH3:45])[CH3:44])[CH:40]([CH3:42])[CH3:41]. (4) Given the product [Br:2][C:1]([Br:5])=[CH:39][CH:38]([C:30]1[CH:29]=[CH:28][C:27]2[C:26]([CH3:46])([CH3:25])[CH2:35][CH2:34][C:33]([CH3:37])([CH3:36])[C:32]=2[CH:31]=1)[CH2:41][CH2:42][CH2:43][CH2:44][CH3:45], predict the reactants needed to synthesize it. The reactants are: [C:1]([Br:5])(Br)(Br)[Br:2].C1(P(C2C=CC=CC=2)C2C=CC=CC=2)C=CC=CC=1.[CH3:25][C:26]1([CH3:46])[CH2:35][CH2:34][C:33]([CH3:37])([CH3:36])[C:32]2[CH:31]=[C:30]([CH:38]([CH2:41][CH2:42][CH2:43][CH2:44][CH3:45])[CH:39]=O)[CH:29]=[CH:28][C:27]1=2. (5) The reactants are: [OH:1][CH:2]([C:6]1[O:10][N:9]=[C:8]([C:11]([OH:13])=O)[CH:7]=1)[CH:3]([CH3:5])[CH3:4].[NH2:14][C@@H:15]([CH3:32])[CH2:16][N:17]1[CH:21]=[CH:20][C:19]([C:22]2[CH:29]=[C:28]([F:30])[C:25]([C:26]#[N:27])=[C:24]([Cl:31])[CH:23]=2)=[N:18]1.CN(C=O)C. Given the product [Cl:31][C:24]1[CH:23]=[C:22]([C:19]2[CH:20]=[CH:21][N:17]([CH2:16][C@@H:15]([NH:14][C:11]([C:8]3[CH:7]=[C:6]([CH:2]([OH:1])[CH:3]([CH3:4])[CH3:5])[O:10][N:9]=3)=[O:13])[CH3:32])[N:18]=2)[CH:29]=[C:28]([F:30])[C:25]=1[C:26]#[N:27], predict the reactants needed to synthesize it. (6) Given the product [Cl:11][C:6]1[C:7](=[O:8])[NH:15][S:16](=[O:24])(=[O:25])[C:17]=1[C:18]1[CH:23]=[CH:22][CH:21]=[CH:20][CH:19]=1, predict the reactants needed to synthesize it. The reactants are: CN(C=O)C.[C:6]([Cl:11])(=O)[C:7](Cl)=[O:8].OC1C(=O)[NH:15][S:16](=[O:25])(=[O:24])[C:17]=1[C:18]1[CH:23]=[CH:22][CH:21]=[CH:20][CH:19]=1.